This data is from Full USPTO retrosynthesis dataset with 1.9M reactions from patents (1976-2016). The task is: Predict the reactants needed to synthesize the given product. Given the product [CH2:1]([NH:3][C:4](=[O:28])[CH2:5][C:6]1[CH:11]=[C:10]([OH:12])[CH:9]=[CH:8][C:7]=1[S:14](=[O:27])(=[O:26])[NH:15][C:16]1[CH:17]=[CH:18][C:19]2[CH2:23][O:22][B:21]([OH:24])[C:20]=2[CH:25]=1)[CH3:2], predict the reactants needed to synthesize it. The reactants are: [CH2:1]([NH:3][C:4](=[O:28])[CH2:5][C:6]1[CH:11]=[C:10]([O:12]C)[CH:9]=[CH:8][C:7]=1[S:14](=[O:27])(=[O:26])[NH:15][C:16]1[CH:17]=[CH:18][C:19]2[CH2:23][O:22][B:21]([OH:24])[C:20]=2[CH:25]=1)[CH3:2].B(Br)(Br)Br.